Dataset: TCR-epitope binding with 47,182 pairs between 192 epitopes and 23,139 TCRs. Task: Binary Classification. Given a T-cell receptor sequence (or CDR3 region) and an epitope sequence, predict whether binding occurs between them. (1) The epitope is LPRRSGAAGA. The TCR CDR3 sequence is CASSQEGAGPFYEQYF. Result: 1 (the TCR binds to the epitope). (2) The epitope is TPRVTGGGAM. The TCR CDR3 sequence is CASRTGTGNLYEQYF. Result: 1 (the TCR binds to the epitope). (3) The epitope is KTWGQYWQV. The TCR CDR3 sequence is CASSTLGQGPDTQYF. Result: 0 (the TCR does not bind to the epitope). (4) The TCR CDR3 sequence is CSARPGQGTVALHF. The epitope is KLPDDFTGCV. Result: 0 (the TCR does not bind to the epitope).